Dataset: Reaction yield outcomes from USPTO patents with 853,638 reactions. Task: Predict the reaction yield, written as a fraction of the theoretical maximum amount of product (1.0 means a 100% yield; for example, 0.34 means a 34% yield). (1) The reactants are [CH3:1][C:2]([C:4]1[CH:9]=[CH:8][C:7]([N:10]([CH3:12])[CH3:11])=[CH:6][CH:5]=1)=[O:3].[CH:13](OCC)=[O:14].C[O-].[Na+].CO. The catalyst is O1CCCC1. The product is [CH3:12][N:10]([CH3:11])[C:7]1[CH:8]=[CH:9][C:4]([C:2](=[O:3])[CH2:1][CH:13]=[O:14])=[CH:5][CH:6]=1. The yield is 0.400. (2) The reactants are [NH2:1][C:2]1[C:3]([CH:8]=O)=[N:4][CH:5]=[CH:6][N:7]=1.[CH2:10]([NH:12][C:13]1[CH:18]=[CH:17][N:16]=[CH:15][C:14]=1[NH2:19])[CH3:11].S([O-])(O)=O.[Na+]. The catalyst is CC(N(C)C)=O. The product is [CH2:10]([N:12]1[C:13]2[CH:18]=[CH:17][N:16]=[CH:15][C:14]=2[N:19]=[C:8]1[C:3]1[C:2]([NH2:1])=[N:7][CH:6]=[CH:5][N:4]=1)[CH3:11]. The yield is 0.800. (3) The product is [CH2:14]([O:13][C:11]([N:8]1[CH2:9][CH2:10][CH:6]([CH2:4][OH:3])[CH2:7]1)=[O:12])[C:15]1[CH:20]=[CH:19][CH:18]=[CH:17][CH:16]=1. The reactants are C([O:3][C:4]([CH:6]1[CH2:10][CH2:9][N:8]([C:11]([O:13][CH2:14][C:15]2[CH:20]=[CH:19][CH:18]=[CH:17][CH:16]=2)=[O:12])[CH2:7]1)=O)C.[BH4-].[Na+].CO. The yield is 0.560. The catalyst is O1CCCC1. (4) The reactants are [CH2:1]([C:5]1[CH:10]=[CH:9][C:8]([C:11]#[C:12][C:13]2[CH:33]=[CH:32][C:16]([CH2:17][NH:18][C:19]3[CH:31]=[CH:30][C:22]4[O:23][C:24]([CH3:29])([CH3:28])[O:25][C:26](=[O:27])[C:21]=4[CH:20]=3)=[CH:15][CH:14]=2)=[CH:7][CH:6]=1)[CH2:2][CH2:3][CH3:4].[C:34]1([CH:44]=O)[C:43]2[C:38](=[CH:39][CH:40]=[CH:41][CH:42]=2)[CH:37]=[CH:36][CH:35]=1.C(O[BH-](OC(=O)C)OC(=O)C)(=O)C.[Na+]. The catalyst is ClCCCl. The product is [CH2:1]([C:5]1[CH:6]=[CH:7][C:8]([C:11]#[C:12][C:13]2[CH:33]=[CH:32][C:16]([CH2:17][N:18]([CH2:44][C:34]3[C:43]4[C:38](=[CH:39][CH:40]=[CH:41][CH:42]=4)[CH:37]=[CH:36][CH:35]=3)[C:19]3[CH:31]=[CH:30][C:22]4[O:23][C:24]([CH3:29])([CH3:28])[O:25][C:26](=[O:27])[C:21]=4[CH:20]=3)=[CH:15][CH:14]=2)=[CH:9][CH:10]=1)[CH2:2][CH2:3][CH3:4]. The yield is 0.360. (5) The reactants are F[C:2]1[CH:16]=[CH:15][C:5]2[C:6](=[O:14])[NH:7][C:8]3[C:13]([C:4]=2[CH:3]=1)=[CH:12][CH:11]=[CH:10][N:9]=3.[OH:17][C:18]1[CH:23]=[CH:22][C:21]([NH:24][C:25](=[O:27])[CH3:26])=[CH:20][CH:19]=1.C(=O)([O-])[O-].[K+].[K+]. The product is [O:14]=[C:6]1[C:5]2[CH:15]=[CH:16][C:2]([O:17][C:18]3[CH:19]=[CH:20][C:21]([NH:24][C:25](=[O:27])[CH3:26])=[CH:22][CH:23]=3)=[CH:3][C:4]=2[C:13]2[C:8](=[N:9][CH:10]=[CH:11][CH:12]=2)[NH:7]1. The yield is 0.740. The catalyst is CN(C=O)C. (6) The reactants are [Cl:1][C:2]1[CH:3]=[C:4]2[C:8](=[C:9]([F:11])[CH:10]=1)[NH:7][C:6]([C:12](OCC)=[O:13])=[CH:5]2.[H-].[Al+3].[Li+].[H-].[H-].[H-]. The catalyst is O1CCCC1. The product is [Cl:1][C:2]1[CH:3]=[C:4]2[C:8](=[C:9]([F:11])[CH:10]=1)[NH:7][C:6]([CH2:12][OH:13])=[CH:5]2. The yield is 0.892. (7) The reactants are COC1C=CC(C[NH:8][C:9]2[CH:14]=[C:13]([N+:15]([O-:17])=[O:16])[CH:12]=[C:11]([O:18][CH2:19][CH2:20][O:21][CH3:22])[CH:10]=2)=CC=1. The catalyst is C(O)(C(F)(F)F)=O. The product is [CH3:22][O:21][CH2:20][CH2:19][O:18][C:11]1[CH:10]=[C:9]([CH:14]=[C:13]([N+:15]([O-:17])=[O:16])[CH:12]=1)[NH2:8]. The yield is 0.800.